Predict the reactants needed to synthesize the given product. From a dataset of Full USPTO retrosynthesis dataset with 1.9M reactions from patents (1976-2016). (1) Given the product [Br:1][C:2]1[CH:10]=[CH:9][C:5]([C:6]([N:18]2[CH2:23][CH2:22][O:21][CH2:20][CH2:19]2)=[O:8])=[C:4]([N:11]2[CH2:16][CH2:15][O:14][CH2:13][CH2:12]2)[CH:3]=1, predict the reactants needed to synthesize it. The reactants are: [Br:1][C:2]1[CH:10]=[CH:9][C:5]([C:6]([OH:8])=O)=[C:4]([N:11]2[CH2:16][CH2:15][O:14][CH2:13][CH2:12]2)[CH:3]=1.C[N:18]1[CH2:23][CH2:22][O:21][CH2:20][CH2:19]1.CN(C(ON1N=NC2C=CC=NC1=2)=[N+](C)C)C.F[P-](F)(F)(F)(F)F.N1CCOCC1. (2) Given the product [Cl:1][C:2]1[CH:10]=[CH:9][C:8]([I:11])=[CH:7][C:3]=1[C:4]([C:19]1[CH:20]=[CH:21][C:16]([O:22][CH3:23])=[CH:17][CH:18]=1)=[O:5], predict the reactants needed to synthesize it. The reactants are: [Cl:1][C:2]1[CH:10]=[CH:9][C:8]([I:11])=[CH:7][C:3]=1[C:4](Cl)=[O:5].[Cl-].[Cl-].[Cl-].[Al+3].[C:16]1([O:22][CH3:23])[CH:21]=[CH:20][CH:19]=[CH:18][CH:17]=1. (3) Given the product [CH:1]([C:4]1[CH:11]=[C:10]([N+:12]([O-:14])=[O:13])[CH:9]=[CH:8][C:24]=1[C:25]([OH:20])=[O:16])([CH3:3])[CH3:2], predict the reactants needed to synthesize it. The reactants are: [CH:1]([C:4]1[CH:11]=[C:10]([N+:12]([O-:14])=[O:13])[CH:9]=[CH:8]C=1C#N)([CH3:3])[CH3:2].S(=O)(=O)(O)[OH:16].[O:20]1[CH2:25][CH2:24]OCC1. (4) Given the product [Cl:1][C:2]1[CH:3]=[C:4]2[C:8](=[CH:9][CH:10]=1)[NH:7][CH:6]=[C:5]2[CH2:11][CH2:12][NH:13][C:14]([C:15]1[CH:16]=[C:17]([C:28]2[CH:29]=[CH:30][C:25]([C:23]#[N:24])=[CH:26][CH:27]=2)[CH:18]=[CH:19][CH:20]=1)=[O:22], predict the reactants needed to synthesize it. The reactants are: [Cl:1][C:2]1[CH:3]=[C:4]2[C:8](=[CH:9][CH:10]=1)[NH:7][CH:6]=[C:5]2[CH2:11][CH2:12][NH:13][C:14](=[O:22])[C:15]1[CH:20]=[CH:19][CH:18]=[C:17](I)[CH:16]=1.[C:23]([C:25]1[CH:30]=[CH:29][C:28](B(O)O)=[CH:27][CH:26]=1)#[N:24].C(=O)([O-])[O-].[Na+].[Na+]. (5) Given the product [CH3:1][O:2][C:3](=[O:20])[C:4]1[CH:5]=[CH:6][C:7]([CH2:10][CH:11]2[CH2:18][CH2:17][CH2:16][CH2:15][CH2:14][CH:13]=[C:12]2[O:19][S:32]([C:35]([F:38])([F:37])[F:36])(=[O:34])=[O:33])=[CH:8][CH:9]=1, predict the reactants needed to synthesize it. The reactants are: [CH3:1][O:2][C:3](=[O:20])[C:4]1[CH:9]=[CH:8][C:7]([CH2:10][CH:11]2[CH2:18][CH2:17][CH2:16][CH2:15][CH2:14][CH2:13][C:12]2=[O:19])=[CH:6][CH:5]=1.C[Si]([N-][Si](C)(C)C)(C)C.[K+].N(C1C=CC=CC=1)([S:32]([C:35]([F:38])([F:37])[F:36])(=[O:34])=[O:33])[S:32]([C:35]([F:38])([F:37])[F:36])(=[O:34])=[O:33]. (6) Given the product [Br:1][C:2]1[CH:3]=[C:4]([CH:8]=[O:9])[CH:5]=[N:6][CH:7]=1, predict the reactants needed to synthesize it. The reactants are: [Br:1][C:2]1[CH:3]=[C:4]([CH2:8][OH:9])[CH:5]=[N:6][CH:7]=1. (7) Given the product [CH3:1][S@:2](=[N:3][C:4]([C:5]1[CH:10]=[C:9]([C:11]#[C:12][C:26]2[CH:27]=[C:28]([CH:32]=[CH:33][CH:34]=2)[C:29]([OH:31])=[O:30])[CH:8]=[N:7][CH:6]=1)=[O:17])(=[O:24])[C:18]1[CH:23]=[CH:22][CH:21]=[CH:20][CH:19]=1, predict the reactants needed to synthesize it. The reactants are: [CH3:1][S@:2](=[O:24])([C:18]1[CH:23]=[CH:22][CH:21]=[CH:20][CH:19]=1)=[N:3][C:4](=[O:17])[C:5]1[CH:10]=[C:9]([C:11]#[C:12][Si](C)(C)C)[CH:8]=[N:7][CH:6]=1.I[C:26]1[CH:27]=[C:28]([CH:32]=[CH:33][CH:34]=1)[C:29]([OH:31])=[O:30].C(N(CC)CC)C.[H][H].N#N.[F-].C([N+](CCCC)(CCCC)CCCC)CCC. (8) Given the product [Br:1][CH2:2][CH2:3][O:4][C:5]1[CH:10]=[CH:9][C:8]([CH2:11][C:12]([OH:14])=[O:13])=[CH:7][CH:6]=1, predict the reactants needed to synthesize it. The reactants are: [Br:1][CH2:2][CH2:3][O:4][C:5]1[CH:10]=[CH:9][C:8]([CH2:11][C:12]([O:14]C)=[O:13])=[CH:7][CH:6]=1.CO.[OH-].[Na+]. (9) The reactants are: [I:1][C:2]1[CH:3]=[C:4]([CH:8]([O:18][CH:19]2[CH2:24][CH2:23][N:22]([CH3:25])[CH2:21][CH2:20]2)[C:9]2[NH:13][C:12]3[CH:14]=[CH:15][CH:16]=[CH:17][C:11]=3[N:10]=2)[CH:5]=[CH:6][CH:7]=1.[H-].[Na+].Br[CH2:29][CH2:30][O:31][CH2:32][CH3:33]. Given the product [CH2:30]([O:31][CH2:32][CH2:33][N:10]1[C:11]2[CH:17]=[CH:16][CH:15]=[CH:14][C:12]=2[N:13]=[C:9]1[CH:8]([C:4]1[CH:5]=[CH:6][CH:7]=[C:2]([I:1])[CH:3]=1)[O:18][CH:19]1[CH2:24][CH2:23][N:22]([CH3:25])[CH2:21][CH2:20]1)[CH3:29], predict the reactants needed to synthesize it. (10) Given the product [Si:1]([O:8][CH2:9][C:10]1[CH:11]=[CH:12][C:13]([NH:16][C:24](=[O:25])[O:23][C:17]2[CH:22]=[CH:21][CH:20]=[CH:19][CH:18]=2)=[N:14][CH:15]=1)([C:4]([CH3:7])([CH3:6])[CH3:5])([CH3:3])[CH3:2], predict the reactants needed to synthesize it. The reactants are: [Si:1]([O:8][CH2:9][C:10]1[CH:11]=[CH:12][C:13]([NH2:16])=[N:14][CH:15]=1)([C:4]([CH3:7])([CH3:6])[CH3:5])([CH3:3])[CH3:2].[C:17]1([O:23][C:24](Cl)=[O:25])[CH:22]=[CH:21][CH:20]=[CH:19][CH:18]=1.N1C=CC=CC=1.